Dataset: Forward reaction prediction with 1.9M reactions from USPTO patents (1976-2016). Task: Predict the product of the given reaction. (1) Given the reactants [F:1][CH:2]([F:30])[O:3][CH2:4][C@@H:5]([O:7][C:8]1[CH:9]=[C:10]([CH:15]=[C:16]([O:18][C:19]2[CH:24]=[N:23][C:22]([C:25](=[O:29])[N:26]([CH3:28])[CH3:27])=[CH:21][N:20]=2)[CH:17]=1)[C:11]([O:13]C)=[O:12])[CH3:6].[OH-].[Na+].C(O)(=O)C.Cl, predict the reaction product. The product is: [F:30][CH:2]([F:1])[O:3][CH2:4][C@@H:5]([O:7][C:8]1[CH:9]=[C:10]([CH:15]=[C:16]([O:18][C:19]2[CH:24]=[N:23][C:22]([C:25](=[O:29])[N:26]([CH3:27])[CH3:28])=[CH:21][N:20]=2)[CH:17]=1)[C:11]([OH:13])=[O:12])[CH3:6]. (2) Given the reactants [C:1]1([CH2:7][CH2:8][CH2:9][CH2:10][O:11][CH2:12][CH2:13][CH:14]=[O:15])[CH:6]=[CH:5][CH:4]=[CH:3][CH:2]=1.[CH2:16]([Mg]Br)[CH2:17][CH:18]=[CH2:19].C(O)(=O)C, predict the reaction product. The product is: [C:1]1([CH2:7][CH2:8][CH2:9][CH2:10][O:11][CH2:12][CH2:13][CH:14]([OH:15])[CH2:19][CH2:18][CH:17]=[CH2:16])[CH:6]=[CH:5][CH:4]=[CH:3][CH:2]=1.